This data is from Full USPTO retrosynthesis dataset with 1.9M reactions from patents (1976-2016). The task is: Predict the reactants needed to synthesize the given product. Given the product [Cl:8][C:6]1[CH:5]=[CH:4][N:3]=[C:2]([N:19]2[CH2:18][CH2:17][N:16]([C:9]([O:11][C:12]([CH3:15])([CH3:14])[CH3:13])=[O:10])[CH2:21][CH2:20]2)[N:7]=1, predict the reactants needed to synthesize it. The reactants are: Cl[C:2]1[N:7]=[C:6]([Cl:8])[CH:5]=[CH:4][N:3]=1.[C:9]([N:16]1[CH2:21][CH2:20][NH:19][CH2:18][CH2:17]1)([O:11][C:12]([CH3:15])([CH3:14])[CH3:13])=[O:10].C([O-])(O)=O.[Na+].